From a dataset of Catalyst prediction with 721,799 reactions and 888 catalyst types from USPTO. Predict which catalyst facilitates the given reaction. (1) Reactant: [C:1]([O:5][C:6]([NH:8][C@@H:9]([CH3:24])[CH2:10][O:11][C:12]1[CH:13]=[C:14]([F:23])[C:15]([C:18]([O:20]CC)=[O:19])=[N:16][CH:17]=1)=[O:7])([CH3:4])([CH3:3])[CH3:2].C1COCC1.[OH-].[Li+].Cl. Product: [C:1]([O:5][C:6]([NH:8][C@@H:9]([CH3:24])[CH2:10][O:11][C:12]1[CH:13]=[C:14]([F:23])[C:15]([C:18]([OH:20])=[O:19])=[N:16][CH:17]=1)=[O:7])([CH3:4])([CH3:2])[CH3:3]. The catalyst class is: 8. (2) Reactant: [O:1]1[CH2:3][C@H:2]1[CH2:4][N:5]1[CH2:14][CH2:13][C:12]2[C:7](=[CH:8][CH:9]=[CH:10][CH:11]=2)[CH2:6]1.[NH3:15]. Product: [NH2:15][CH2:3][C@H:2]([OH:1])[CH2:4][N:5]1[CH2:14][CH2:13][C:12]2[C:7](=[CH:8][CH:9]=[CH:10][CH:11]=2)[CH2:6]1. The catalyst class is: 14. (3) Reactant: [CH:1]1([C:7](=O)[CH2:8][C:9]#[N:10])[CH2:6][CH2:5][CH2:4][CH2:3][CH2:2]1.O.[NH2:13][NH2:14]. Product: [CH:1]1([C:7]2[NH:14][N:13]=[C:9]([NH2:10])[CH:8]=2)[CH2:6][CH2:5][CH2:4][CH2:3][CH2:2]1. The catalyst class is: 14. (4) Reactant: Br[C:2]1[CH:7]=[CH:6][CH:5]=[CH:4][C:3]=1[C:8]([F:11])([F:10])[F:9].[C:12]1(=O)[CH2:17][CH2:16][CH2:15][CH2:14][CH2:13]1. Product: [C:12]1([C:2]2[CH:7]=[CH:6][CH:5]=[CH:4][C:3]=2[C:8]([F:11])([F:10])[F:9])[CH2:17][CH2:16][CH2:15][CH2:14][CH:13]=1. The catalyst class is: 1. (5) Reactant: [CH3:1][O:2][C:3]1[CH:34]=[CH:33][C:6]([CH2:7][N:8]2[C:16]3[CH:15]=[CH:14][CH:13]=[C:12]([C:17]([O:19]C)=[O:18])[C:11]=3[C:10]([CH2:21][CH2:22][NH:23][CH2:24][C:25]34[CH2:32][CH2:31][N:28]([CH2:29][CH2:30]3)[CH2:27][CH2:26]4)=[CH:9]2)=[CH:5][CH:4]=1.O.[OH-].[Li+:37]. Product: [CH3:1][O:2][C:3]1[CH:34]=[CH:33][C:6]([CH2:7][N:8]2[C:16]3[CH:15]=[CH:14][CH:13]=[C:12]([C:17]([O-:19])=[O:18])[C:11]=3[C:10]([CH2:21][CH2:22][NH:23][CH2:24][C:25]34[CH2:26][CH2:27][N:28]([CH2:29][CH2:30]3)[CH2:31][CH2:32]4)=[CH:9]2)=[CH:5][CH:4]=1.[Li+:37]. The catalyst class is: 30.